Dataset: Catalyst prediction with 721,799 reactions and 888 catalyst types from USPTO. Task: Predict which catalyst facilitates the given reaction. (1) Reactant: C(=O)([O-])[O-].[K+].[K+].[NH2:7][OH:8].Cl.[CH2:10]([C@H:15]1[CH2:20][CH2:19][C@H:18]([C:21]#[N:22])[CH2:17][CH2:16]1)[CH2:11][CH2:12][CH2:13][CH3:14].C(O)C. Product: [OH:8][NH:7][C:21]([C@H:18]1[CH2:19][CH2:20][C@H:15]([CH2:10][CH2:11][CH2:12][CH2:13][CH3:14])[CH2:16][CH2:17]1)=[NH:22]. The catalyst class is: 6. (2) Reactant: [CH3:1][C:2]1[N:7]=[C:6]2[S:8][C:9]3[CH2:14][CH2:13][CH2:12][CH2:11][C:10]=3[C:5]2=[C:4]([C:15]2[CH:20]=[CH:19][C:18]([O:21][CH3:22])=[C:17]([O:23][CH3:24])[CH:16]=2)[C:3]=1[CH:25]([CH2:30][CH2:31][CH3:32])[C:26]([O:28]C)=[O:27].[OH-].[Na+]. Product: [CH3:1][C:2]1[N:7]=[C:6]2[S:8][C:9]3[CH2:14][CH2:13][CH2:12][CH2:11][C:10]=3[C:5]2=[C:4]([C:15]2[CH:20]=[CH:19][C:18]([O:21][CH3:22])=[C:17]([O:23][CH3:24])[CH:16]=2)[C:3]=1[CH:25]([CH2:30][CH2:31][CH3:32])[C:26]([OH:28])=[O:27]. The catalyst class is: 5. (3) Reactant: [CH3:1][C:2]1([CH3:17])[C:10]2[C:5](=[CH:6][C:7]([N:11]3[CH2:16][CH2:15][O:14][CH2:13][CH2:12]3)=[CH:8][CH:9]=2)[NH:4][CH2:3]1.Cl[C:19]1[C:28]2[C:23](=[CH:24][CH:25]=[CH:26][C:27]=2[F:29])[N:22]=[C:21]([C:30]2[CH:35]=[CH:34][CH:33]=[CH:32][N:31]=2)[C:20]=1[CH3:36].[H-].[Na+]. Product: [CH3:1][C:2]1([CH3:17])[C:10]2[C:5](=[CH:6][C:7]([N:11]3[CH2:16][CH2:15][O:14][CH2:13][CH2:12]3)=[CH:8][CH:9]=2)[N:4]([C:19]2[C:28]3[C:23](=[CH:24][CH:25]=[CH:26][C:27]=3[F:29])[N:22]=[C:21]([C:30]3[CH:35]=[CH:34][CH:33]=[CH:32][N:31]=3)[C:20]=2[CH3:36])[CH2:3]1. The catalyst class is: 3. (4) Reactant: [ClH:1].C(OC([N:9]1[CH2:14][CH2:13][C@@H:12]([NH:15][C:16]2[CH:21]=[CH:20][C:19]([Br:22])=[CH:18][C:17]=2[N+:23]([O-:25])=[O:24])[C@H:11]([OH:26])[CH2:10]1)=O)(C)(C)C. Product: [ClH:1].[Br:22][C:19]1[CH:20]=[CH:21][C:16]([NH:15][C@@H:12]2[CH2:13][CH2:14][NH:9][CH2:10][C@H:11]2[OH:26])=[C:17]([N+:23]([O-:25])=[O:24])[CH:18]=1. The catalyst class is: 346. (5) Reactant: [CH3:1][CH:2]1[CH2:6][C:5]([CH3:8])([CH3:7])[CH2:4][CH:3]1[C:9](=[CH2:12])[C:10]#[N:11].[H][H]. Product: [CH3:1][CH:2]1[CH2:6][C:5]([CH3:7])([CH3:8])[CH2:4][CH:3]1[CH:9]([CH3:12])[C:10]#[N:11]. The catalyst class is: 787. (6) Reactant: N1C=CC(N)=C(N)C=1.O=C1C2C(=CC=CC=2)C(=O)N1CCCCC(O)=O.[N:27]1[C:35]2[CH:34]=[CH:33][N:32]=[CH:31][C:30]=2[NH:29][C:28]=1[CH2:36][CH2:37][CH2:38][CH2:39][N:40]1[C:48](=[O:49])[C:47]2[C:42](=[CH:43][CH:44]=[CH:45][CH:46]=2)[C:41]1=O. Product: [N:27]1[C:35]2[CH:34]=[CH:33][N:32]=[CH:31][C:30]=2[NH:29][C:28]=1[C:36]1[CH2:37][CH2:38][CH2:39][N:40]2[C:48](=[O:49])[C:47]3[C:42](=[CH:43][CH:44]=[CH:45][CH:46]=3)[C:41]=12. The catalyst class is: 6. (7) Reactant: [O:1]1[CH:5]=[CH:4][CH:3]=[C:2]1[C:6]1[N:7]=[C:8]([NH:19]C(=O)OC(C)(C)C)[S:9][C:10]=1[C:11]([CH:13]1[CH2:18][CH2:17][O:16][CH2:15][CH2:14]1)=[O:12]. Product: [NH2:19][C:8]1[S:9][C:10]([C:11]([CH:13]2[CH2:14][CH2:15][O:16][CH2:17][CH2:18]2)=[O:12])=[C:6]([C:2]2[O:1][CH:5]=[CH:4][CH:3]=2)[N:7]=1. The catalyst class is: 55.